From a dataset of Reaction yield outcomes from USPTO patents with 853,638 reactions. Predict the reaction yield, written as a fraction of the theoretical maximum amount of product (1.0 means a 100% yield; for example, 0.34 means a 34% yield). (1) The reactants are Br[C:2]1[C:10]2[C:5](=[CH:6][CH:7]=[CH:8][CH:9]=2)[NH:4][C:3]=1[C:11]1[CH:12]=[C:13]([C:17]2[C:18]([N:37]([CH3:42])[S:38]([CH3:41])(=[O:40])=[O:39])=[CH:19][C:20]3[O:24][C:23]([C:25]4[CH:30]=[CH:29][C:28]([F:31])=[CH:27][CH:26]=4)=[C:22]([C:32]([NH:34][CH3:35])=[O:33])[C:21]=3[CH:36]=2)[CH:14]=[CH:15][CH:16]=1.[N:43]1[CH:48]=[CH:47][CH:46]=[C:45](B(O)O)[CH:44]=1. The catalyst is C(O)C.O.C1C=CC(P(C2C=CC=CC=2)[C-]2C=CC=C2)=CC=1.C1C=CC(P(C2C=CC=CC=2)[C-]2C=CC=C2)=CC=1.Cl[Pd]Cl.[Fe+2]. The product is [F:31][C:28]1[CH:29]=[CH:30][C:25]([C:23]2[O:24][C:20]3[CH:19]=[C:18]([N:37]([CH3:42])[S:38]([CH3:41])(=[O:40])=[O:39])[C:17]([C:13]4[CH:14]=[CH:15][CH:16]=[C:11]([C:3]5[NH:4][C:5]6[C:10]([C:2]=5[C:45]5[CH:44]=[N:43][CH:48]=[CH:47][CH:46]=5)=[CH:9][CH:8]=[CH:7][CH:6]=6)[CH:12]=4)=[CH:36][C:21]=3[C:22]=2[C:32]([NH:34][CH3:35])=[O:33])=[CH:26][CH:27]=1. The yield is 0.100. (2) The reactants are COP([CH2:7][C:8]([O:10][CH2:11][C:12]1[CH:17]=[CH:16][CH:15]=[CH:14][CH:13]=1)=[O:9])(OC)=O.[H-].[Na+].[CH:20]([C:22]1[N:23]([CH2:27][C:28]([O:30][CH2:31][CH3:32])=[O:29])[CH:24]=[CH:25][N:26]=1)=O.[Cl-].[NH4+]. The catalyst is O1CCCC1. The product is [CH2:31]([O:30][C:28](=[O:29])[CH2:27][N:23]1[CH:24]=[CH:25][N:26]=[C:22]1/[CH:20]=[CH:7]/[C:8]([O:10][CH2:11][C:12]1[CH:13]=[CH:14][CH:15]=[CH:16][CH:17]=1)=[O:9])[CH3:32]. The yield is 0.620. (3) The product is [C:1]([Si:5]([O:22][C:18]1[CH:17]=[C:16]([C:13]2[CH:14]=[CH:15][C:10]([Cl:9])=[CH:11][C:12]=2[N+:23]([O-:25])=[O:24])[CH:21]=[CH:20][CH:19]=1)([CH3:8])[CH3:7])([CH3:4])([CH3:3])[CH3:2]. The yield is 0.940. The catalyst is CN(C)C=O. The reactants are [C:1]([Si:5]([CH3:8])([CH3:7])Cl)([CH3:4])([CH3:3])[CH3:2].[Cl:9][C:10]1[CH:15]=[CH:14][C:13]([C:16]2[CH:21]=[CH:20][CH:19]=[C:18]([OH:22])[CH:17]=2)=[C:12]([N+:23]([O-:25])=[O:24])[CH:11]=1.N1C=CN=C1. (4) The reactants are C1(S([N:10]2[C:14]3=[N:15][CH:16]=[C:17]([C:19]4[CH:24]=[CH:23][C:22]([N:25]([CH3:27])[CH3:26])=[CH:21][CH:20]=4)[CH:18]=[C:13]3[C:12]([C:28]#[C:29][C:30]3[CH:35]=[CH:34][CH:33]=[CH:32][CH:31]=3)=[CH:11]2)(=O)=O)C=CC=CC=1.[OH-].[Na+]. The catalyst is CCO. The product is [CH3:27][N:25]([CH3:26])[C:22]1[CH:21]=[CH:20][C:19]([C:17]2[CH:18]=[C:13]3[C:12]([C:28]#[C:29][C:30]4[CH:35]=[CH:34][CH:33]=[CH:32][CH:31]=4)=[CH:11][NH:10][C:14]3=[N:15][CH:16]=2)=[CH:24][CH:23]=1. The yield is 0.280. (5) The reactants are [F:1][C:2]1[CH:7]=[CH:6][CH:5]=[C:4]([F:8])[C:3]=1[O:9][C:10]1[CH:15]=[CH:14][C:13]([N+:16]([O-])=O)=[CH:12][CH:11]=1.O.NN. The catalyst is CO.[Ni]. The product is [F:1][C:2]1[CH:7]=[CH:6][CH:5]=[C:4]([F:8])[C:3]=1[O:9][C:10]1[CH:11]=[CH:12][C:13]([NH2:16])=[CH:14][CH:15]=1. The yield is 0.910. (6) The reactants are [CH2:1]([O:3][Si:4]([CH2:11][CH2:12][CH2:13][Cl:14])([O:8][CH2:9][CH3:10])[O:5][CH2:6][CH3:7])[CH3:2].[CH3:15][N:16]([CH2:18][CH2:19][CH2:20][CH2:21][CH2:22][CH2:23][CH2:24][CH2:25][CH2:26][CH2:27][CH2:28][CH2:29][CH2:30][CH2:31][CH2:32][CH2:33][CH2:34][CH3:35])[CH3:17]. The catalyst is C(O)C. The product is [Cl-:14].[CH3:15][N+:16]([CH3:17])([CH2:18][CH2:19][CH2:20][CH2:21][CH2:22][CH2:23][CH2:24][CH2:25][CH2:26][CH2:27][CH2:28][CH2:29][CH2:30][CH2:31][CH2:32][CH2:33][CH2:34][CH3:35])[CH2:13][CH2:12][CH2:11][Si:4]([O:8][CH2:9][CH3:10])([O:5][CH2:6][CH3:7])[O:3][CH2:1][CH3:2]. The yield is 0.959. (7) The reactants are [Cl-].[CH3:2][C:3]1[SH+:4][CH:5]=[CH:6][CH:7]=[CH:8][CH:9]=[CH:10][CH:11]=1.[I-:12].[K+]. The catalyst is O. The product is [I-:12].[CH3:2][C:3]1[SH+:4][CH:5]=[CH:6][CH:7]=[CH:8][CH:9]=[CH:10][CH:11]=1. The yield is 0.790. (8) The product is [C:3]([CH2:4][S:5][CH2:6][CH2:7][C:8]([OH:10])=[O:9])([OH:12])=[O:2]. The catalyst is C1COCC1.CO.O.O. The reactants are C[O:2][C:3](=[O:12])[CH2:4][S:5][CH2:6][CH2:7][C:8]([O:10]C)=[O:9].O.[OH-].[Li+].Cl. The yield is 0.850. (9) The reactants are Br[CH2:2][C:3](=O)[C:4]([O:6][CH2:7][CH3:8])=[O:5].[C:10]1([CH:16]=[CH:17][C:18]([NH2:20])=[O:19])[CH:15]=[CH:14][CH:13]=[CH:12][CH:11]=1.C([O-])(O)=O.[Na+]. The catalyst is C1COCC1. The product is [CH:17](/[C:18]1[O:19][CH:2]=[C:3]([C:4]([O:6][CH2:7][CH3:8])=[O:5])[N:20]=1)=[CH:16]\[C:10]1[CH:15]=[CH:14][CH:13]=[CH:12][CH:11]=1. The yield is 0.510.